Dataset: Forward reaction prediction with 1.9M reactions from USPTO patents (1976-2016). Task: Predict the product of the given reaction. Given the reactants C(O[BH-](OC(=O)C)OC(=O)C)(=O)C.[Na+].[CH:15]([C:17]1[CH:22]=[CH:21][C:20]([C:23]#[C:24][C:25]2[CH:50]=[CH:49][C:28]([C:29]([N:31]([CH3:48])[C@:32]([CH3:47])([C:37]([NH:39][O:40][CH:41]3[CH2:46][CH2:45][CH2:44][CH2:43][O:42]3)=[O:38])[C:33]([NH:35][CH3:36])=[O:34])=[O:30])=[CH:27][CH:26]=2)=[CH:19][CH:18]=1)=O.Cl.[F:52][CH2:53][CH2:54][O:55][CH:56]1[CH2:59][NH:58][CH2:57]1.C(=O)([O-])O.[Na+], predict the reaction product. The product is: [F:52][CH2:53][CH2:54][O:55][CH:56]1[CH2:59][N:58]([CH2:15][C:17]2[CH:18]=[CH:19][C:20]([C:23]#[C:24][C:25]3[CH:26]=[CH:27][C:28]([C:29]([N:31]([CH3:48])[C@:32]([CH3:47])([C:37]([NH:39][O:40][CH:41]4[CH2:46][CH2:45][CH2:44][CH2:43][O:42]4)=[O:38])[C:33]([NH:35][CH3:36])=[O:34])=[O:30])=[CH:49][CH:50]=3)=[CH:21][CH:22]=2)[CH2:57]1.